Dataset: Reaction yield outcomes from USPTO patents with 853,638 reactions. Task: Predict the reaction yield, written as a fraction of the theoretical maximum amount of product (1.0 means a 100% yield; for example, 0.34 means a 34% yield). (1) The reactants are Cl[C:2]1[N:7]=[C:6]([N:8]([CH2:22][C:23]([CH3:26])([CH3:25])[CH3:24])[CH2:9][C:10]2[CH:15]=[CH:14][C:13]([CH2:16][N:17]3[CH:21]=[N:20][CH:19]=[N:18]3)=[CH:12][CH:11]=2)[CH:5]=[CH:4][N:3]=1.[C-]#N.[Na+].[N:30]12CCN(CC1)C[CH2:31]2.O. The catalyst is CS(C)=O. The product is [CH3:24][C:23]([CH3:26])([CH3:25])[CH2:22][N:8]([CH2:9][C:10]1[CH:15]=[CH:14][C:13]([CH2:16][N:17]2[CH:21]=[N:20][CH:19]=[N:18]2)=[CH:12][CH:11]=1)[C:6]1[CH:5]=[CH:4][N:3]=[C:2]([C:31]#[N:30])[N:7]=1. The yield is 0.320. (2) The reactants are [Cl:1][C:2]1[CH:3]=[CH:4][C:5]([C:8]2[CH:13]=[CH:12][N:11]([C:14]3[CH:15]=[CH:16][C:17]4[C:18]5[CH2:27][N:26](C(OC(C)(C)C)=O)[CH2:25][CH2:24][C:19]=5[N:20]([CH3:23])[C:21]=4[CH:22]=3)[C:10](=[O:35])[CH:9]=2)=[N:6][CH:7]=1.C1(N)C(F)=C(F)C(F)=C(N)C=1F.[ClH:48].Cl. No catalyst specified. The product is [ClH:1].[ClH:48].[Cl:1][C:2]1[CH:3]=[CH:4][C:5]([C:8]2[CH:13]=[CH:12][N:11]([C:14]3[CH:15]=[CH:16][C:17]4[C:18]5[CH2:27][NH:26][CH2:25][CH2:24][C:19]=5[N:20]([CH3:23])[C:21]=4[CH:22]=3)[C:10](=[O:35])[CH:9]=2)=[N:6][CH:7]=1. The yield is 0.540. (3) The reactants are Br[C:2]1[CH:10]=[C:9]2[C:5]([CH:6]=[CH:7][NH:8]2)=[CH:4][CH:3]=1.N1[C:19]2[C:14](=[C:15]([C:20](C3C=CC=CC=3)=[CH:21][C:22]#[N:23])[CH:16]=[CH:17][CH:18]=2)C=C1. No catalyst specified. The product is [NH:8]1[C:9]2[C:5](=[CH:4][CH:3]=[C:2]([C:20]([C:15]3[CH:16]=[CH:17][CH:18]=[CH:19][CH:14]=3)=[CH:21][C:22]#[N:23])[CH:10]=2)[CH:6]=[CH:7]1. The yield is 0.610.